Dataset: Catalyst prediction with 721,799 reactions and 888 catalyst types from USPTO. Task: Predict which catalyst facilitates the given reaction. (1) Reactant: [N+:1]([C:4]1[CH:5]=[CH:6][CH:7]=[C:8]2[C:13]=1[C:12](=[O:14])[N:11]([C:15]1[CH:20]=[CH:19][CH:18]=[C:17]([C:21]([F:24])([F:23])[F:22])[CH:16]=1)[N:10]=[CH:9]2)([O-])=O.[H][H]. Product: [NH2:1][C:4]1[CH:5]=[CH:6][CH:7]=[C:8]2[C:13]=1[C:12](=[O:14])[N:11]([C:15]1[CH:20]=[CH:19][CH:18]=[C:17]([C:21]([F:24])([F:23])[F:22])[CH:16]=1)[N:10]=[CH:9]2. The catalyst class is: 99. (2) The catalyst class is: 145. Product: [CH2:23]([C:20]1[CH:19]=[N:18][C:17]([N:11]2[CH:12]=[C:8]([CH2:7][CH2:6][CH2:5][OH:4])[C:9]([CH:13]([CH3:15])[CH3:14])=[N:10]2)=[N:22][CH:21]=1)[CH3:24]. Reactant: COC[O:4][CH2:5][CH2:6][CH2:7][C:8]1[C:9]([CH:13]([CH3:15])[CH3:14])=[N:10][NH:11][CH:12]=1.Cl[C:17]1[N:22]=[CH:21][C:20]([CH2:23][CH3:24])=[CH:19][N:18]=1.[H-].[Na+].[H][H]. (3) Reactant: Cl[C:2]1[N:7]=[C:6]([C:8]2[S:12][C:11]([CH:13]3[CH2:18][CH2:17][O:16][CH2:15][CH2:14]3)=[N:10][C:9]=2[C:19]2[C:20]([F:34])=[C:21]([NH:25][S:26]([C:29]3[CH:33]=[CH:32][O:31][CH:30]=3)(=[O:28])=[O:27])[CH:22]=[CH:23][CH:24]=2)[CH:5]=[CH:4][N:3]=1.[CH2:35]([CH2:37][NH2:38])[OH:36].CO. Product: [F:34][C:20]1[C:19]([C:9]2[N:10]=[C:11]([CH:13]3[CH2:18][CH2:17][O:16][CH2:15][CH2:14]3)[S:12][C:8]=2[C:6]2[CH:5]=[CH:4][N:3]=[C:2]([NH:38][CH2:37][CH2:35][OH:36])[N:7]=2)=[CH:24][CH:23]=[CH:22][C:21]=1[NH:25][S:26]([C:29]1[CH:33]=[CH:32][O:31][CH:30]=1)(=[O:28])=[O:27]. The catalyst class is: 11.